Dataset: Full USPTO retrosynthesis dataset with 1.9M reactions from patents (1976-2016). Task: Predict the reactants needed to synthesize the given product. (1) Given the product [Br:1][C:2]1[CH:3]=[C:4]2[C:9](=[CH:10][CH:11]=1)[N:8]([CH2:12][C:13]1[CH:14]=[CH:15][C:16]([O:19][CH3:20])=[CH:17][CH:18]=1)[C:7](=[O:21])[N:6]([CH3:34])[C:5]2([CH2:26][N+:27]([O-:29])=[O:28])[C:22]([F:23])([F:25])[F:24], predict the reactants needed to synthesize it. The reactants are: [Br:1][C:2]1[CH:3]=[C:4]2[C:9](=[CH:10][CH:11]=1)[N:8]([CH2:12][C:13]1[CH:18]=[CH:17][C:16]([O:19][CH3:20])=[CH:15][CH:14]=1)[C:7](=[O:21])[NH:6][C:5]2([CH2:26][N+:27]([O-:29])=[O:28])[C:22]([F:25])([F:24])[F:23].[H-].[Na+].CI.[C:34](OCC)(=O)C. (2) The reactants are: Cl[C:2]1[N:11]=[C:10]([Cl:12])[CH:9]=[C:8]([C:13]#[N:14])[C:3]=1[C:4]([O:6][CH3:7])=[O:5].[F:15][C:16]1[CH:22]=[CH:21][C:19]([NH2:20])=[CH:18][C:17]=1[CH3:23].[CH3:24]CN(CC)CC.O. Given the product [Cl:12][C:10]1[CH:9]=[C:8]([C:13]#[N:14])[C:3]([C:4]([O:6][CH3:7])=[O:5])=[C:2]([NH:20][C:19]2[CH:21]=[CH:22][C:16]([F:15])=[C:17]([CH2:23][CH3:24])[CH:18]=2)[N:11]=1, predict the reactants needed to synthesize it. (3) Given the product [Cl:8][C:9]1[CH:10]=[C:11]([CH2:15][NH:16][NH:17][C:18](=[O:27])[C:19]2[CH:24]=[CH:23][C:22]([Cl:25])=[CH:21][C:20]=2[Cl:26])[CH:12]=[CH:13][CH:14]=1, predict the reactants needed to synthesize it. The reactants are: C([SiH](CC)CC)C.[Cl:8][C:9]1[CH:10]=[C:11]([CH:15]=[N:16][NH:17][C:18](=[O:27])[C:19]2[CH:24]=[CH:23][C:22]([Cl:25])=[CH:21][C:20]=2[Cl:26])[CH:12]=[CH:13][CH:14]=1. (4) Given the product [Cl:7][C:8]1[CH:9]=[C:10]([C:2]2[S:3][CH:4]=[CH:5][N:6]=2)[CH:11]=[CH:12][C:13]=1[O:14][CH:15]([CH3:17])[CH3:16], predict the reactants needed to synthesize it. The reactants are: Br[C:2]1[S:3][CH:4]=[CH:5][N:6]=1.[Cl:7][C:8]1[CH:9]=[C:10](B(O)O)[CH:11]=[CH:12][C:13]=1[O:14][CH:15]([CH3:17])[CH3:16].C([O-])([O-])=O.[Na+].[Na+].C1C=CC(P(C2C=CC=CC=2)C2C=CC=CC=2)=CC=1. (5) Given the product [Cl:21][C:4]1[S:3][C:2]([N:24]2[CH2:25][CH2:26][CH2:27][CH:23]2[CH3:22])=[N:6][C:5]=1[S:7]([C:8]1[CH:13]=[CH:12][C:11]([C:14]([OH:20])([CH3:19])[C:15]([F:18])([F:17])[F:16])=[CH:10][CH:9]=1)(=[O:33])=[O:28], predict the reactants needed to synthesize it. The reactants are: Cl[C:2]1[S:3][C:4]([Cl:21])=[C:5]([S:7][C:8]2[CH:13]=[CH:12][C:11]([C:14]([OH:20])([CH3:19])[C:15]([F:18])([F:17])[F:16])=[CH:10][CH:9]=2)[N:6]=1.[CH3:22][CH:23]1[CH2:27][CH2:26][CH2:25][NH:24]1.[OH2:28].CN(C=[O:33])C. (6) Given the product [CH2:36]([C:29]1[CH:30]=[C:31]([OH:35])[C:32]([F:34])=[CH:33][C:28]=1[C:24]1[CH:23]=[C:22]2[C:27]([C:19]([C:17]3[NH:16][C:13]4[CH2:14][CH2:15][N:10]([C:8]([C:5]5[CH:4]=[N:3][C:2]([NH:45][CH2:44][CH2:43][N:38]6[CH2:42][CH2:41][CH2:40][CH2:39]6)=[CH:7][N:6]=5)=[O:9])[CH2:11][C:12]=4[N:18]=3)=[N:20][NH:21]2)=[CH:26][CH:25]=1)[CH3:37], predict the reactants needed to synthesize it. The reactants are: Cl[C:2]1[N:3]=[CH:4][C:5]([C:8]([N:10]2[CH2:15][CH2:14][C:13]3[NH:16][C:17]([C:19]4[C:27]5[C:22](=[CH:23][C:24]([C:28]6[CH:33]=[C:32]([F:34])[C:31]([OH:35])=[CH:30][C:29]=6[CH2:36][CH3:37])=[CH:25][CH:26]=5)[NH:21][N:20]=4)=[N:18][C:12]=3[CH2:11]2)=[O:9])=[N:6][CH:7]=1.[N:38]1([CH2:43][CH2:44][NH2:45])[CH2:42][CH2:41][CH2:40][CH2:39]1. (7) Given the product [CH3:14][O:13][C:6]1[CH:5]=[C:4]([OH:1])[CH:9]=[C:8]([N+:10]([O-:12])=[O:11])[CH:7]=1, predict the reactants needed to synthesize it. The reactants are: [OH-:1].[K+].Br[C:4]1[CH:9]=[C:8]([N+:10]([O-:12])=[O:11])[CH:7]=[C:6]([O:13][CH3:14])[CH:5]=1. (8) Given the product [F:31][C:3]1[C:2]([F:1])=[CH:7][CH:6]=[CH:5][C:4]=1[CH:8]1[CH2:17][C:16](=[O:18])[C:15]2[C:10](=[CH:11][CH:12]=[C:13]([OH:19])[CH:14]=2)[O:9]1, predict the reactants needed to synthesize it. The reactants are: [F:1][C:2]1[CH:3]=[C:4]([CH:8]2[CH2:17][C:16](=[O:18])[C:15]3[C:10](=[CH:11][CH:12]=[C:13]([OH:19])[CH:14]=3)[O:9]2)[CH:5]=[CH:6][CH:7]=1.OC1C=CC(O)=CC=1C(=O)C.[F:31]C1C(F)=CC=CC=1C=O. (9) Given the product [C:6]1([CH2:5][CH2:4][O:3][CH2:1][CH2:2][S:16][CH2:17][CH2:18][CH2:19][OH:20])[C:15]2[C:10](=[CH:11][CH:12]=[CH:13][CH:14]=2)[CH:9]=[CH:8][CH:7]=1, predict the reactants needed to synthesize it. The reactants are: [CH:1]([O:3][CH2:4][CH2:5][C:6]1[C:15]2[C:10](=[CH:11][CH:12]=[CH:13][CH:14]=2)[CH:9]=[CH:8][CH:7]=1)=[CH2:2].[SH:16][CH2:17][CH2:18][CH2:19][OH:20].